Dataset: Forward reaction prediction with 1.9M reactions from USPTO patents (1976-2016). Task: Predict the product of the given reaction. (1) Given the reactants [CH2:1]([NH:3][C:4]1[N:9]=[C:8]([NH:10][CH2:11][CH2:12][CH3:13])[N:7]=[C:6]([NH:14][CH2:15][C:16]#[CH:17])[N:5]=1)[CH3:2].[OH:18][S:19]([OH:22])(=[O:21])=[O:20].S(O)(O)(=O)=O.CN(C)C1N=C(NCCC)N=C(NCC#C)N=1.CN(C)C1N=C(NCCC)N=C(NCC#C)N=1, predict the reaction product. The product is: [S:19]([OH:22])([OH:21])(=[O:20])=[O:18].[CH2:1]([NH:3][C:4]1[N:5]=[C:6]([NH:14][CH2:15][CH2:16][CH3:17])[N:7]=[C:8]([NH:10][CH2:11][C:12]#[CH:13])[N:9]=1)[CH3:2].[CH2:1]([NH:3][C:4]1[N:5]=[C:6]([NH:14][CH2:15][CH2:16][CH3:17])[N:7]=[C:8]([NH:10][CH2:11][C:12]#[CH:13])[N:9]=1)[CH3:2]. (2) The product is: [Cl:12][C:13]1[S:17][C:16]([C:18]([NH:1][C:2]2[N:11]=[CH:10][CH:9]=[CH:8][C:3]=2[C:4]([O:6][CH3:7])=[O:5])=[O:19])=[CH:15][CH:14]=1. Given the reactants [NH2:1][C:2]1[N:11]=[CH:10][CH:9]=[CH:8][C:3]=1[C:4]([O:6][CH3:7])=[O:5].[Cl:12][C:13]1[S:17][C:16]([C:18](Cl)=[O:19])=[CH:15][CH:14]=1, predict the reaction product. (3) Given the reactants [Br:1][C:2]1[C:7]([CH3:8])=[CH:6][C:5](I)=[CH:4][C:3]=1[CH3:10].[Br-].[S:12]1[CH:16]=[CH:15][N:14]=[C:13]1[Zn+].O1CCCC1, predict the reaction product. The product is: [Br:1][C:2]1[C:7]([CH3:8])=[CH:6][C:5]([C:13]2[S:12][CH:16]=[CH:15][N:14]=2)=[CH:4][C:3]=1[CH3:10]. (4) Given the reactants [N:1]1([C:7]([N:9]2[CH2:14][CH:13]([C:15]3[CH:20]=[CH:19][C:18]([O:21][C:22]([F:25])([F:24])[F:23])=[CH:17][CH:16]=3)[CH2:12][CH:11]([C:26]([OH:28])=O)[CH2:10]2)=[O:8])[CH2:6][CH2:5][O:4][CH2:3][CH2:2]1.[F:29][C:30]1[CH:35]=[CH:34][C:33]([C:36](=[N:38]O)[NH2:37])=[CH:32][CH:31]=1, predict the reaction product. The product is: [F:29][C:30]1[CH:35]=[CH:34][C:33]([C:36]2[N:38]=[C:26]([CH:11]3[CH2:12][CH:13]([C:15]4[CH:20]=[CH:19][C:18]([O:21][C:22]([F:23])([F:24])[F:25])=[CH:17][CH:16]=4)[CH2:14][N:9]([C:7]([N:1]4[CH2:2][CH2:3][O:4][CH2:5][CH2:6]4)=[O:8])[CH2:10]3)[O:28][N:37]=2)=[CH:32][CH:31]=1. (5) Given the reactants C([Si](C)(C)[O:6][C@@H:7]1[CH2:12][CH2:11][CH2:10][C@H:9]([NH:13][CH2:14][CH2:15][C:16]2[CH:31]=[CH:30][C:19]([O:20][C:21]3[CH:29]=[CH:28][C:24]([C:25]([NH2:27])=[O:26])=[CH:23][N:22]=3)=[CH:18][CH:17]=2)[CH2:8]1)(C)(C)C.[F-].C([N+](CCCC)(CCCC)CCCC)CCC, predict the reaction product. The product is: [OH:6][C@@H:7]1[CH2:12][CH2:11][CH2:10][C@H:9]([NH:13][CH2:14][CH2:15][C:16]2[CH:31]=[CH:30][C:19]([O:20][C:21]3[CH:29]=[CH:28][C:24]([C:25]([NH2:27])=[O:26])=[CH:23][N:22]=3)=[CH:18][CH:17]=2)[CH2:8]1. (6) Given the reactants [CH:1]1([CH:7]([C:19]2[CH:23]=[C:22]([CH:24]3[CH2:29][CH2:28][CH2:27][CH2:26][CH2:25]3)[S:21][C:20]=2[CH2:30][CH3:31])[O:8][C:9]2[CH:18]=[CH:17][C:12]([C:13]([O:15]C)=[O:14])=[CH:11][CH:10]=2)[CH2:6][CH2:5][CH2:4][CH2:3][CH2:2]1.O1CCCC1.[OH-].[Na+], predict the reaction product. The product is: [CH:1]1([CH:7]([C:19]2[CH:23]=[C:22]([CH:24]3[CH2:29][CH2:28][CH2:27][CH2:26][CH2:25]3)[S:21][C:20]=2[CH2:30][CH3:31])[O:8][C:9]2[CH:10]=[CH:11][C:12]([C:13]([OH:15])=[O:14])=[CH:17][CH:18]=2)[CH2:2][CH2:3][CH2:4][CH2:5][CH2:6]1.